Dataset: Forward reaction prediction with 1.9M reactions from USPTO patents (1976-2016). Task: Predict the product of the given reaction. (1) Given the reactants [Cl:1][C:2]1[C:3]([C:19]([NH:21][CH2:22][C:23]23[CH2:32][CH:27]4[CH2:28][CH:29]([CH2:31][CH:25]([CH2:26]4)[CH2:24]2)[CH2:30]3)=[O:20])=[CH:4][C:5]([C:8]2[CH:18]=[CH:17][CH:16]=[CH:15][C:9]=2[C:10]([O:12]CC)=[O:11])=[N:6][CH:7]=1.[OH-].[Na+].Cl, predict the reaction product. The product is: [Cl:1][C:2]1[C:3]([C:19]([NH:21][CH2:22][C:23]23[CH2:32][CH:27]4[CH2:28][CH:29]([CH2:31][CH:25]([CH2:26]4)[CH2:24]2)[CH2:30]3)=[O:20])=[CH:4][C:5]([C:8]2[CH:18]=[CH:17][CH:16]=[CH:15][C:9]=2[C:10]([OH:12])=[O:11])=[N:6][CH:7]=1. (2) Given the reactants [F:1][C:2]([F:15])([F:14])[C:3]1[CH:8]=[CH:7][CH:6]=[CH:5][C:4]=1[C:9]1[NH:13][N:12]=[N:11][N:10]=1.Br.Br[CH2:18][C:19]1[CH:20]=[N:21][CH:22]=[CH:23][CH:24]=1.Br.BrCC1C=CN=CC=1, predict the reaction product. The product is: [F:15][C:2]([F:1])([F:14])[C:3]1[CH:8]=[CH:7][CH:6]=[CH:5][C:4]=1[C:9]1[N:13]([CH2:18][C:19]2[CH:20]=[N:21][CH:22]=[CH:23][CH:24]=2)[N:12]=[N:11][N:10]=1. (3) Given the reactants [CH2:1]1[CH2:6][CH2:5][C:4]2([CH2:11][NH:10][C:8](=[O:9])[CH2:7]2)[CH2:3][CH2:2]1.[C:12](O[C:12]([O:14][C:15]([CH3:18])([CH3:17])[CH3:16])=[O:13])([O:14][C:15]([CH3:18])([CH3:17])[CH3:16])=[O:13], predict the reaction product. The product is: [C:15]([O:14][C:12]([N:10]1[C:8](=[O:9])[CH2:7][C:4]2([CH2:5][CH2:6][CH2:1][CH2:2][CH2:3]2)[CH2:11]1)=[O:13])([CH3:18])([CH3:17])[CH3:16]. (4) Given the reactants [CH2:1]([C:8]1([N:17]([CH3:19])[CH3:18])[CH2:13][CH2:12][CH:11]([NH:14][CH2:15][CH3:16])[CH2:10][CH2:9]1)[C:2]1[CH:7]=[CH:6][CH:5]=[CH:4][CH:3]=1.C(N(CC)CC)C.[C:27]([Cl:35])(=[O:34])[C:28]1[CH:33]=[CH:32][CH:31]=[CH:30][CH:29]=1.[OH-].[K+], predict the reaction product. The product is: [CH2:1]([C:8]1([N:17]([CH3:19])[CH3:18])[CH2:13][CH2:12][CH:11]([N:14]([CH2:15][CH3:16])[C:27](=[O:34])[C:28]2[CH:33]=[CH:32][CH:31]=[CH:30][CH:29]=2)[CH2:10][CH2:9]1)[C:2]1[CH:7]=[CH:6][CH:5]=[CH:4][CH:3]=1.[ClH:35].[CH2:1]([C:8]1([N:17]([CH3:19])[CH3:18])[CH2:13][CH2:12][CH:11]([N:14]([CH2:15][CH3:16])[C:27](=[O:34])[C:28]2[CH:33]=[CH:32][CH:31]=[CH:30][CH:29]=2)[CH2:10][CH2:9]1)[C:2]1[CH:7]=[CH:6][CH:5]=[CH:4][CH:3]=1.